This data is from Peptide-MHC class II binding affinity with 134,281 pairs from IEDB. The task is: Regression. Given a peptide amino acid sequence and an MHC pseudo amino acid sequence, predict their binding affinity value. This is MHC class II binding data. (1) The peptide sequence is QFRRVKCKYPEGTKV. The binding affinity (normalized) is 0.0331. The MHC is HLA-DQA10301-DQB10302 with pseudo-sequence HLA-DQA10301-DQB10302. (2) The peptide sequence is LNHVRIPIGYWAVNP. The MHC is DRB1_1101 with pseudo-sequence DRB1_1101. The binding affinity (normalized) is 0.305.